Task: Predict the product of the given reaction.. Dataset: Forward reaction prediction with 1.9M reactions from USPTO patents (1976-2016) (1) Given the reactants [NH2:1][C:2]1[CH:10]=[C:9]([C@H:11]([NH:15][C:16]([N:18]2[C:24](=[O:25])[C@@H:23]([CH2:26][C:27]3[CH:32]=[C:31]([Cl:33])[CH:30]=[CH:29][C:28]=3[O:34][CH3:35])[CH2:22][NH:21][C:20](=[N:36][O:37][CH2:38][CH3:39])[CH2:19]2)=[O:17])[CH2:12][CH2:13][CH3:14])[CH:8]=[CH:7][C:3]=1[C:4]([OH:6])=[O:5].C(O)(=O)C.O.C(O)(=O)C.O, predict the reaction product. The product is: [C:4]([OH:6])(=[O:5])[CH3:3].[NH2:1][C:2]1[CH:10]=[C:9]([C@H:11]([NH:15][C:16]([N:18]2[C:24](=[O:25])[C@@H:23]([CH2:26][C:27]3[CH:32]=[C:31]([Cl:33])[CH:30]=[CH:29][C:28]=3[O:34][CH3:35])[CH2:22][NH:21]/[C:20](=[N:36]\[O:37][CH2:38][CH3:39])/[CH2:19]2)=[O:17])[CH2:12][CH2:13][CH3:14])[CH:8]=[CH:7][C:3]=1[C:4]([OH:6])=[O:5]. (2) The product is: [CH3:18][NH:19][C:20]([C@@H:22]1[C@@H:26]([N:27]=[N+:28]=[N-:29])[C@@H:25]([OH:30])[C@H:24]([N:31]2[CH:39]=[N:38][C:37]3[C:32]2=[N:33][CH:34]=[N:35][C:36]=3[NH:43][CH2:41][C:10]2[C:9]([O:8][CH2:1][C:2]3[CH:3]=[CH:4][CH:5]=[CH:6][CH:7]=3)=[CH:14][CH:13]=[C:12]([CH3:15])[N:11]=2)[O:23]1)=[O:21]. Given the reactants [CH2:1]([O:8][C:9]1[C:10](NC)=[N:11][C:12]([CH3:15])=[CH:13][CH:14]=1)[C:2]1[CH:7]=[CH:6][CH:5]=[CH:4][CH:3]=1.[CH3:18][NH:19][C:20]([C@@H:22]1[C@@H:26]([N:27]=[N+:28]=[N-:29])[C@@H:25]([OH:30])[C@H:24]([N:31]2[CH:39]=[N:38][C:37]3[C:32]2=[N:33][CH:34]=[N:35][C:36]=3Cl)[O:23]1)=[O:21].[CH2:41]([N:43](CC)CC)C, predict the reaction product. (3) Given the reactants Br[C:2]1[CH:3]=[CH:4][C:5]2[S:20][C:8]3[CH2:9][N:10]([C:13]([O:15][C:16]([CH3:19])([CH3:18])[CH3:17])=[O:14])[CH2:11][CH2:12][C:7]=3[C:6]=2[CH:21]=1.[F:22][C:23]1[CH:24]=[CH:25][C:26]([CH2:29][O:30][C:31]2[CH:36]=[CH:35][NH:34][C:33](=[O:37])[CH:32]=2)=[N:27][CH:28]=1, predict the reaction product. The product is: [F:22][C:23]1[CH:24]=[CH:25][C:26]([CH2:29][O:30][C:31]2[CH:36]=[CH:35][N:34]([C:2]3[CH:3]=[CH:4][C:5]4[S:20][C:8]5[CH2:9][N:10]([C:13]([O:15][C:16]([CH3:19])([CH3:18])[CH3:17])=[O:14])[CH2:11][CH2:12][C:7]=5[C:6]=4[CH:21]=3)[C:33](=[O:37])[CH:32]=2)=[N:27][CH:28]=1. (4) Given the reactants [N:1]1([C:6]2[N:11]=[C:10]([NH:12][C:13]([C:15]3[C:19]4[N:20]=[C:21]([NH:24][C@@H:25]5[CH2:30][CH2:29][O:28][CH2:27][C@@H:26]5[NH:31]C(=O)OC(C)(C)C)[N:22]=[CH:23][C:18]=4[S:17][CH:16]=3)=[O:14])[CH:9]=[CH:8][CH:7]=2)[CH:5]=[CH:4][NH:3][NH:2]1, predict the reaction product. The product is: [N:1]1([C:6]2[N:11]=[C:10]([NH:12][C:13]([C:15]3[C:19]4[N:20]=[C:21]([NH:24][C@@H:25]5[CH2:30][CH2:29][O:28][CH2:27][C@@H:26]5[NH2:31])[N:22]=[CH:23][C:18]=4[S:17][CH:16]=3)=[O:14])[CH:9]=[CH:8][CH:7]=2)[CH:5]=[CH:4][N:3]=[N:2]1.